Dataset: Reaction yield outcomes from USPTO patents with 853,638 reactions. Task: Predict the reaction yield, written as a fraction of the theoretical maximum amount of product (1.0 means a 100% yield; for example, 0.34 means a 34% yield). The reactants are [Cl:1][C:2]1[CH:7]=[CH:6][C:5]([NH:8][C:9]2[C:10]([C:19]([NH:21][NH2:22])=[O:20])=[CH:11][C:12]3[NH:16][CH:15]=[N:14][C:13]=3[C:17]=2[F:18])=[C:4]([CH3:23])[CH:3]=1.[C:24](Cl)(Cl)=[O:25]. The catalyst is C1(C)C=CC=CC=1. The product is [Cl:1][C:2]1[CH:7]=[CH:6][C:5]([NH:8][C:9]2[C:10]([C:19]3[O:20][C:24]([OH:25])=[N:22][N:21]=3)=[CH:11][C:12]3[NH:16][CH:15]=[N:14][C:13]=3[C:17]=2[F:18])=[C:4]([CH3:23])[CH:3]=1. The yield is 0.990.